This data is from Full USPTO retrosynthesis dataset with 1.9M reactions from patents (1976-2016). The task is: Predict the reactants needed to synthesize the given product. Given the product [F:38][C:37]1[CH:36]=[CH:35][CH:34]=[C:33]([F:39])[C:32]=1[C:11]1[NH:10][C:18]2[C:13]([CH:12]=1)=[CH:14][C:15]([C:19]1[N:20]([CH2:30][CH3:31])[N:21]=[C:22]([C:24]3[CH:25]=[CH:26][CH:27]=[CH:28][CH:29]=3)[CH:23]=1)=[CH:16][CH:17]=2, predict the reactants needed to synthesize it. The reactants are: C1(S([N:10]2[C:18]3[C:13](=[CH:14][C:15]([C:19]4[N:20]([CH2:30][CH3:31])[N:21]=[C:22]([C:24]5[CH:29]=[CH:28][CH:27]=[CH:26][CH:25]=5)[CH:23]=4)=[CH:16][CH:17]=3)[CH:12]=[C:11]2[C:32]2[C:37]([F:38])=[CH:36][CH:35]=[CH:34][C:33]=2[F:39])(=O)=O)C=CC=CC=1.[OH-].[Na+].Cl.